Dataset: Reaction yield outcomes from USPTO patents with 853,638 reactions. Task: Predict the reaction yield, written as a fraction of the theoretical maximum amount of product (1.0 means a 100% yield; for example, 0.34 means a 34% yield). The reactants are [NH2:1][C:2]1[C:11]2[C:6](=[CH:7][C:8]([CH2:12][N:13]3[CH2:18][CH2:17][N:16]([CH2:19][C:20]#[CH:21])[CH2:15][C:14]3=[O:22])=[CH:9][CH:10]=2)[N:5]=[CH:4][N:3]=1.Br[C:24]1[CH:29]=[CH:28][CH:27]=[CH:26][C:25]=1[C:30]1[CH:35]=[CH:34][CH:33]=[CH:32][CH:31]=1.CCN(CC)CC. The catalyst is CN(C=O)C.[Cu]I. The product is [NH2:1][C:2]1[C:11]2[C:6](=[CH:7][C:8]([CH2:12][N:13]3[CH2:18][CH2:17][N:16]([CH2:19][C:20]#[C:21][C:35]4[CH:34]=[CH:33][CH:32]=[CH:31][C:30]=4[C:25]4[CH:24]=[CH:29][CH:28]=[CH:27][CH:26]=4)[CH2:15][C:14]3=[O:22])=[CH:9][CH:10]=2)[N:5]=[CH:4][N:3]=1. The yield is 0.0500.